Dataset: Catalyst prediction with 721,799 reactions and 888 catalyst types from USPTO. Task: Predict which catalyst facilitates the given reaction. (1) Reactant: [CH2:1]([Br:8])[C:2]1[CH:7]=[CH:6][CH:5]=[CH:4][CH:3]=1.[N:9]1([C:25]([O:27][C:28]([CH3:31])([CH3:30])[CH3:29])=[O:26])[CH:13]2[CH2:14][N:15]([C:18]([O:20][C:21]([CH3:24])([CH3:23])[CH3:22])=[O:19])[CH2:16][CH2:17][N:12]2[CH2:11][CH2:10]1. Product: [Br-:8].[CH2:1]([N+:12]12[CH2:11][CH2:10][N:9]([C:25]([O:27][C:28]([CH3:31])([CH3:30])[CH3:29])=[O:26])[CH:13]1[CH2:14][N:15]([C:18]([O:20][C:21]([CH3:24])([CH3:23])[CH3:22])=[O:19])[CH2:16][CH2:17]2)[C:2]1[CH:7]=[CH:6][CH:5]=[CH:4][CH:3]=1. The catalyst class is: 10. (2) Reactant: [C:1]12([NH:6][C:7]([C:9]3[CH:14]=[C:13]([N:15]4[CH2:20][CH2:19][CH:18]([C:21]5[C:29]6[C:24](=[N:25][CH:26]=[CH:27][N:28]=6)[NH:23][CH:22]=5)[CH2:17][CH2:16]4)[N:12]=[C:11](Cl)[N:10]=3)=[O:8])[CH2:5][CH:3]([CH2:4]1)[CH2:2]2.[OH:31][CH2:32][C@H:33]1[CH2:35][C@H:34]1[C:36]#[N:37].[O-]P([O-])([O-])=O.[K+].[K+].[K+]. Product: [C:1]12([NH:6][C:7]([C:9]3[CH:14]=[C:13]([N:15]4[CH2:20][CH2:19][CH:18]([C:21]5[C:29]6[C:24](=[N:25][CH:26]=[CH:27][N:28]=6)[NH:23][CH:22]=5)[CH2:17][CH2:16]4)[N:12]=[C:11]([O:31][CH2:32][C@H:33]4[CH2:35][C@H:34]4[C:36]#[N:37])[N:10]=3)=[O:8])[CH2:5][CH:3]([CH2:4]1)[CH2:2]2. The catalyst class is: 12. (3) Reactant: Cl[C:2]1[C:11]2[C:6](=[C:7]([S:15][CH3:16])[CH:8]=[C:9]([N+:12]([O-:14])=[O:13])[CH:10]=2)[N:5]=[CH:4][C:3]=1[C:17]#[N:18].[Cl:19][C:20]1[CH:21]=[C:22]([CH:24]=[CH:25][C:26]=1[F:27])[NH2:23]. Product: [Cl:19][C:20]1[CH:21]=[C:22]([NH:23][C:2]2[C:11]3[C:6](=[C:7]([S:15][CH3:16])[CH:8]=[C:9]([N+:12]([O-:14])=[O:13])[CH:10]=3)[N:5]=[CH:4][C:3]=2[C:17]#[N:18])[CH:24]=[CH:25][C:26]=1[F:27]. The catalyst class is: 14. (4) Reactant: [Br:1][C:2]1[CH:3]=[C:4]2[CH:11]=[CH:10][NH:9][C:5]2=[C:6]([Cl:8])[N:7]=1.[H-].[Na+].I[CH3:15]. Product: [Br:1][C:2]1[CH:3]=[C:4]2[CH:11]=[CH:10][N:9]([CH3:15])[C:5]2=[C:6]([Cl:8])[N:7]=1. The catalyst class is: 7. (5) Reactant: [ClH:1].C(N=C=N[CH2:7][CH2:8][CH2:9]N(C)C)C.N1C=C[CH:16]=[CH:15][CH:14]=1.C[C:20](C)=[O:21]. Product: [C:20]([Cl:1])(=[O:21])[C:7]1[CH:8]=[CH:9][CH:16]=[CH:15][CH:14]=1. The catalyst class is: 277. (6) Reactant: [NH2:1][C:2]1[CH:7]=[CH:6][C:5]([CH:8]([CH2:17][CH:18]2[CH2:22][CH2:21][CH2:20][CH2:19]2)[C:9]([NH:11][C:12]2[S:13][CH:14]=[CH:15][N:16]=2)=[O:10])=[CH:4][CH:3]=1.C(N(CC)C(C)C)(C)C.[N+:32]([C:35]1[CH:43]=[CH:42][C:38]([C:39](Cl)=[O:40])=[CH:37][CH:36]=1)([O-:34])=[O:33]. Product: [CH:18]1([CH2:17][CH:8]([C:5]2[CH:4]=[CH:3][C:2]([NH:1][C:39](=[O:40])[C:38]3[CH:37]=[CH:36][C:35]([N+:32]([O-:34])=[O:33])=[CH:43][CH:42]=3)=[CH:7][CH:6]=2)[C:9](=[O:10])[NH:11][C:12]2[S:13][CH:14]=[CH:15][N:16]=2)[CH2:22][CH2:21][CH2:20][CH2:19]1. The catalyst class is: 7. (7) Reactant: [Si:1]([O:8][CH2:9][C@@H:10]([NH:28][CH3:29])[CH2:11][CH2:12][C:13]([N:15]1[CH2:20][CH2:19][N:18]([C:21]([O:23][C:24]([CH3:27])([CH3:26])[CH3:25])=[O:22])[CH2:17][CH2:16]1)=[O:14])([C:4]([CH3:7])([CH3:6])[CH3:5])([CH3:3])[CH3:2].CCN(C(C)C)C(C)C.[Cl:39][C:40]1[C:59]([F:60])=[CH:58][CH:57]=[CH:56][C:41]=1[CH2:42][NH:43][C:44](=[O:55])OC1C=CC([N+]([O-])=O)=CC=1. Product: [Si:1]([O:8][CH2:9][C@@H:10]([N:28]([CH3:29])[C:44]([NH:43][CH2:42][C:41]1[CH:56]=[CH:57][CH:58]=[C:59]([F:60])[C:40]=1[Cl:39])=[O:55])[CH2:11][CH2:12][C:13]([N:15]1[CH2:20][CH2:19][N:18]([C:21]([O:23][C:24]([CH3:27])([CH3:26])[CH3:25])=[O:22])[CH2:17][CH2:16]1)=[O:14])([C:4]([CH3:7])([CH3:6])[CH3:5])([CH3:3])[CH3:2]. The catalyst class is: 1.